Dataset: Full USPTO retrosynthesis dataset with 1.9M reactions from patents (1976-2016). Task: Predict the reactants needed to synthesize the given product. (1) Given the product [CH:32]1([N:36]2[CH2:41][CH2:40][N:39]([C:18]([C:13]3[CH:14]=[C:15]4[C:10](=[CH:11][CH:12]=3)[CH2:9][N:8]([CH2:7][C:6]3[CH:21]=[CH:22][C:3]([C:2]([F:1])([F:23])[F:24])=[CH:4][CH:5]=3)[CH2:17][CH2:16]4)=[O:20])[CH2:38][CH2:37]2)[CH2:35][CH2:34][CH2:33]1, predict the reactants needed to synthesize it. The reactants are: [F:1][C:2]([F:24])([F:23])[C:3]1[CH:22]=[CH:21][C:6]([CH2:7][N:8]2[CH2:17][CH2:16][C:15]3[C:10](=[CH:11][CH:12]=[C:13]([C:18]([O-:20])=O)[CH:14]=3)[CH2:9]2)=[CH:5][CH:4]=1.[K+].C(Cl)CCl.Cl.Cl.[CH:32]1([N:36]2[CH2:41][CH2:40][NH:39][CH2:38][CH2:37]2)[CH2:35][CH2:34][CH2:33]1. (2) Given the product [CH:5]1[C:6]2[C:11](=[CH:10][CH:9]=[CH:8][CH:7]=2)[C:2]([N:12]2[CH2:17][CH2:16][CH:15]([CH2:18][CH2:19][OH:20])[CH2:14][CH2:13]2)=[CH:3][N:4]=1, predict the reactants needed to synthesize it. The reactants are: Br[C:2]1[C:11]2[C:6](=[CH:7][CH:8]=[CH:9][CH:10]=2)[CH:5]=[N:4][CH:3]=1.[NH:12]1[CH2:17][CH2:16][CH:15]([CH2:18][CH2:19][OH:20])[CH2:14][CH2:13]1.CC(C)([O-])C.[Na+]. (3) Given the product [CH3:1][C:2]1[CH:21]=[CH:20][C:5]2[N:6]3[C:17]([C:18]#[N:19])=[CH:16][CH:15]=[C:7]3[C:8]3([CH2:10][CH2:11][N:12]([C:31](=[O:32])[C:30]([F:41])([F:40])[F:29])[CH2:13][CH2:14]3)[O:9][C:4]=2[CH:3]=1, predict the reactants needed to synthesize it. The reactants are: [CH3:1][C:2]1[CH:21]=[CH:20][C:5]2[N:6]3[C:17]([C:18]#[N:19])=[CH:16][CH:15]=[C:7]3[C:8]3([CH2:14][CH2:13][NH:12][CH2:11][CH2:10]3)[O:9][C:4]=2[CH:3]=1.C(N(CC)CC)C.[F:29][C:30]([F:41])([F:40])[C:31](O[C:31](=[O:32])[C:30]([F:41])([F:40])[F:29])=[O:32].